From a dataset of Peptide-MHC class II binding affinity with 134,281 pairs from IEDB. Regression. Given a peptide amino acid sequence and an MHC pseudo amino acid sequence, predict their binding affinity value. This is MHC class II binding data. (1) The peptide sequence is PGKYTAYEGQRVVFI. The MHC is DRB1_0901 with pseudo-sequence DRB1_0901. The binding affinity (normalized) is 0.593. (2) The peptide sequence is NLDVYDWSIPDDLLA. The MHC is HLA-DQA10501-DQB10301 with pseudo-sequence HLA-DQA10501-DQB10301. The binding affinity (normalized) is 0. (3) The peptide sequence is RGWGNGCGLFGKGSI. The MHC is DRB1_0301 with pseudo-sequence DRB1_0301. The binding affinity (normalized) is 0.0766. (4) The peptide sequence is VIPAGELQVIEKVDAAFKVA. The MHC is HLA-DPA10103-DPB10401 with pseudo-sequence HLA-DPA10103-DPB10401. The binding affinity (normalized) is 0.269. (5) The peptide sequence is YDKFLANVSTVLTGF. The MHC is DRB1_1602 with pseudo-sequence DRB1_1602. The binding affinity (normalized) is 0.735. (6) The peptide sequence is KSTNGLRIKSYEDAK. The MHC is DRB1_1602 with pseudo-sequence DRB1_1602. The binding affinity (normalized) is 0.372.